The task is: Regression. Given a peptide amino acid sequence and an MHC pseudo amino acid sequence, predict their binding affinity value. This is MHC class I binding data.. This data is from Peptide-MHC class I binding affinity with 185,985 pairs from IEDB/IMGT. (1) The peptide sequence is VIYQYMDDL. The binding affinity (normalized) is 0.00950. The MHC is HLA-A11:01 with pseudo-sequence HLA-A11:01. (2) The peptide sequence is SAGFSLWIYK. The MHC is HLA-A68:01 with pseudo-sequence HLA-A68:01. The binding affinity (normalized) is 0.682. (3) The peptide sequence is IEELRQHLL. The MHC is HLA-B15:01 with pseudo-sequence HLA-B15:01. The binding affinity (normalized) is 0.0536.